Dataset: Forward reaction prediction with 1.9M reactions from USPTO patents (1976-2016). Task: Predict the product of the given reaction. (1) Given the reactants [F:1][C:2]1[CH:7]=[CH:6][C:5]([CH2:8][C:9]([CH:11]2[CH2:16][CH:15]([C:17]([F:20])([F:19])[F:18])[CH2:14][CH2:13][C:12]2=O)=O)=[CH:4][CH:3]=1.[CH3:22][C:23]1[N:24]([C:28]2[CH:33]=[CH:32][C:31]([NH:34][C:35]([NH2:37])=[NH:36])=[CH:30][CH:29]=2)[CH:25]=[CH:26][N:27]=1.C(=O)([O-])[O-].[K+].[K+].CCO, predict the reaction product. The product is: [F:1][C:2]1[CH:7]=[CH:6][C:5]([CH2:8][C:9]2[C:11]3[CH2:16][CH:15]([C:17]([F:20])([F:19])[F:18])[CH2:14][CH2:13][C:12]=3[N:36]=[C:35]([NH:34][C:31]3[CH:32]=[CH:33][C:28]([N:24]4[CH:25]=[CH:26][N:27]=[C:23]4[CH3:22])=[CH:29][CH:30]=3)[N:37]=2)=[CH:4][CH:3]=1. (2) The product is: [CH:9]1([N:6]2[C:7](=[O:8])[C:2]([CH2:17][CH3:18])([N:1]3[C:29](=[O:42])[C:30]4[C:35](=[C:34]([F:38])[C:33]([F:39])=[C:32]([F:40])[C:31]=4[F:41])[C:36]3=[O:37])[C:3](=[O:16])[NH:4][C:5]2=[O:15])[CH2:14][CH2:13][CH2:12][CH2:11][CH2:10]1. Given the reactants [NH2:1][C:2]1([CH2:17][CH3:18])[C:7](=[O:8])[N:6]([CH:9]2[CH2:14][CH2:13][CH2:12][CH2:11][CH2:10]2)[C:5](=[O:15])[NH:4][C:3]1=[O:16].C(N1C(=O)C(C)(N2[C:36](=[O:37])[C:35]3[C:30](=[C:31]([F:41])[C:32]([F:40])=[C:33]([F:39])[C:34]=3[F:38])[C:29]2=[O:42])C(=O)NC1=O)C, predict the reaction product. (3) Given the reactants [S:1]1[C:5]2[CH:6]=[CH:7][CH:8]=[CH:9][C:4]=2[N:3]=[C:2]1[NH2:10].C(=O)([O-])[O-].[Cs+].[Cs+].[C:17](Cl)(=[O:24])[C:18]1[CH:23]=[CH:22][CH:21]=[CH:20][CH:19]=1, predict the reaction product. The product is: [S:1]1[C:5]2[CH:6]=[CH:7][CH:8]=[CH:9][C:4]=2[N:3]=[C:2]1[NH:10][C:17](=[O:24])[C:18]1[CH:23]=[CH:22][CH:21]=[CH:20][CH:19]=1. (4) Given the reactants [N:1]1([C:7]2[CH:12]=[CH:11][C:10]([NH:13][C:14]([C:16]3[CH:25]=[C:24]([O:26]COCC[Si](C)(C)C)[C:23]4[C:18](=[C:19]([N:37]5[CH2:43][CH2:42][CH2:41][N:40]([CH3:44])[CH2:39][CH2:38]5)[CH:20]=[C:21]([O:35][CH3:36])[CH:22]=4)[N:17]=3)=[O:15])=[CH:9][CH:8]=2)[CH2:6][CH2:5][O:4][CH2:3][CH2:2]1.Cl.[OH-].[Na+], predict the reaction product. The product is: [N:1]1([C:7]2[CH:8]=[CH:9][C:10]([NH:13][C:14]([C:16]3[NH:17][C:18]4[C:23]([C:24](=[O:26])[CH:25]=3)=[CH:22][C:21]([O:35][CH3:36])=[CH:20][C:19]=4[N:37]3[CH2:43][CH2:42][CH2:41][N:40]([CH3:44])[CH2:39][CH2:38]3)=[O:15])=[CH:11][CH:12]=2)[CH2:6][CH2:5][O:4][CH2:3][CH2:2]1. (5) Given the reactants Cl[CH2:2][C:3]1[CH:8]=[CH:7][C:6]([C:9]2[S:17][C:16]3[C:11](=[N:12][CH:13]=[CH:14][C:15]=3[O:18][C:19]3[CH:24]=[CH:23][C:22]([N+:25]([O-:27])=[O:26])=[CH:21][C:20]=3[F:28])[CH:10]=2)=[CH:5][CH:4]=1.[CH2:29]([CH2:31][NH2:32])[OH:30], predict the reaction product. The product is: [F:28][C:20]1[CH:21]=[C:22]([N+:25]([O-:27])=[O:26])[CH:23]=[CH:24][C:19]=1[O:18][C:15]1[CH:14]=[CH:13][N:12]=[C:11]2[CH:10]=[C:9]([C:6]3[CH:5]=[CH:4][C:3]([CH2:2][NH:32][CH2:31][CH2:29][OH:30])=[CH:8][CH:7]=3)[S:17][C:16]=12. (6) The product is: [CH3:5][O:6][C:7]1[CH:8]=[C:9]2[C:14](=[CH:15][C:16]=1[O:17][CH3:18])[C:13]1=[CH:19][C:20](=[N:27][C:28]3[C:29]([CH3:36])=[CH:30][C:31]([CH3:35])=[CH:32][C:33]=3[CH3:34])[N:21]([CH2:24][CH2:25][NH:26][C:2](=[O:1])[NH2:3])[C:22](=[O:23])[N:12]1[CH2:11][CH2:10]2. Given the reactants [O-:1][C:2]#[N:3].[Na+].[CH3:5][O:6][C:7]1[CH:8]=[C:9]2[C:14](=[CH:15][C:16]=1[O:17][CH3:18])[C:13]1=[CH:19][C:20](=[N:27][C:28]3[C:33]([CH3:34])=[CH:32][C:31]([CH3:35])=[CH:30][C:29]=3[CH3:36])[N:21]([CH2:24][CH2:25][NH2:26])[C:22](=[O:23])[N:12]1[CH2:11][CH2:10]2.Cl.[OH-].[Na+], predict the reaction product.